From a dataset of Forward reaction prediction with 1.9M reactions from USPTO patents (1976-2016). Predict the product of the given reaction. (1) Given the reactants Cl[C:2]1[N:7]=[C:6](OC)[C:5]([N+:10]([O-:12])=[O:11])=[CH:4][CH:3]=1.[NH:13]1[CH2:18][CH2:17][CH2:16][CH2:15][CH2:14]1.[CH2:19]([OH:21])C, predict the reaction product. The product is: [CH3:19][O:21][C:2]1[CH:3]=[CH:4][C:5]([N+:10]([O-:12])=[O:11])=[C:6]([N:13]2[CH2:18][CH2:17][CH2:16][CH2:15][CH2:14]2)[N:7]=1. (2) Given the reactants [Br:1][C:2]1[C:3](=O)[O:4][C:5](=[O:7])[CH:6]=1.[CH3:9][NH2:10].C(OC(=O)C)(=O)C, predict the reaction product. The product is: [Br:1][C:2]1[C:3](=[O:4])[N:10]([CH3:9])[C:5](=[O:7])[CH:6]=1. (3) Given the reactants [C:1]1([C:7]2[O:11][N:10]=[C:9]([C:12]([OH:14])=O)[N:8]=2)[CH:6]=[CH:5][CH:4]=[CH:3][CH:2]=1.Cl.N1C=N[N:19]2[C:24]([N:25]3[CH2:29][CH2:28][C@H:27]([NH2:30])[CH2:26]3)=[CH:23][N:22]=[CH:21][C:20]=12.[CH2:31]([N:33](CC)C(C)C)[CH3:32].CN(C(ON1N=NC2C=CC=NC1=2)=[N+](C)C)C.F[P-](F)(F)(F)(F)F, predict the reaction product. The product is: [N:33]1[CH:31]=[CH:32][N:22]2[CH:21]=[CH:20][N:19]=[C:24]([N:25]3[CH2:29][CH2:28][C@H:27]([NH:30][C:12]([C:9]4[N:8]=[C:7]([C:1]5[CH:2]=[CH:3][CH:4]=[CH:5][CH:6]=5)[O:11][N:10]=4)=[O:14])[CH2:26]3)[C:23]=12. (4) Given the reactants [Br:1][C:2]1[CH:7]=[CH:6][C:5]([OH:8])=[C:4]([Cl:9])[CH:3]=1.[N+]([C:13]1C=CC(OC)=CC=1C(F)(F)F)([O-])=O, predict the reaction product. The product is: [Br:1][C:2]1[CH:7]=[CH:6][C:5]([O:8][CH3:13])=[C:4]([Cl:9])[CH:3]=1. (5) Given the reactants [C:1]([C:3](S(C1C=CC(C)=CC=1)(=O)=O)=[CH:4][C:5]1[CH:10]=[CH:9][C:8]([C:11]2[S:12][CH:13]=[CH:14][C:15]=2[C:16]#[N:17])=[CH:7][CH:6]=1)#[N:2].C([CH2:30][C:31]([O:33][CH2:34][CH3:35])=[O:32])#N.[N:36]12CCCN=C1CCCC[CH2:37]2, predict the reaction product. The product is: [C:37]([C:3]1[C:4]([C:5]2[CH:6]=[CH:7][C:8]([C:11]3[S:12][CH:13]=[CH:14][C:15]=3[C:16]#[N:17])=[CH:9][CH:10]=2)=[C:30]([C:31]([O:33][CH2:34][CH3:35])=[O:32])[NH:2][CH:1]=1)#[N:36]. (6) Given the reactants [CH2:1]([S:3]([C:6]1[CH:14]=[C:13]2[C:9]([C:10]([CH3:19])([CH3:18])[CH2:11][N:12]2C(=O)C)=[CH:8][CH:7]=1)(=[O:5])=[O:4])[CH3:2].Cl, predict the reaction product. The product is: [CH2:1]([S:3]([C:6]1[CH:14]=[C:13]2[C:9]([C:10]([CH3:18])([CH3:19])[CH2:11][NH:12]2)=[CH:8][CH:7]=1)(=[O:4])=[O:5])[CH3:2]. (7) The product is: [CH2:20]([C:2]1[N:32]=[C:10]2[C:9]3[CH:12]=[CH:13][CH:14]=[CH:15][C:8]=3[NH:7][C:6]3[N:16]=[CH:17][CH:18]=[CH:19][C:5]=3[N:4]2[CH:3]=1)[CH2:21][C:22]1[CH:27]=[CH:26][CH:25]=[CH:24][CH:23]=1. Given the reactants O=[C:2]([CH2:20][CH2:21][C:22]1[CH:27]=[CH:26][CH:25]=[CH:24][CH:23]=1)[CH2:3][N:4]1[C:10](=O)[C:9]2[CH:12]=[CH:13][CH:14]=[CH:15][C:8]=2[NH:7][C:6]2[N:16]=[CH:17][CH:18]=[CH:19][C:5]1=2.C([O-])(=O)C.[NH4+:32], predict the reaction product. (8) Given the reactants [CH3:1][C:2]([C:4]1[CH:9]=[CH:8][CH:7]=[C:6]([NH2:10])[CH:5]=1)=[O:3].N1C=CC=CC=1.[CH:17]1[C:22]([N+:23]([O-:25])=[O:24])=[CH:21][CH:20]=[C:19]([Cl-]C([O-])=O)[CH:18]=1.[OH2:30].[O:31]1[CH2:35]CCC1, predict the reaction product. The product is: [C:2]([C:4]1[CH:5]=[C:6]([NH:10][C:35](=[O:31])[O:30][C:19]2[CH:18]=[CH:17][C:22]([N+:23]([O-:25])=[O:24])=[CH:21][CH:20]=2)[CH:7]=[CH:8][CH:9]=1)(=[O:3])[CH3:1]. (9) Given the reactants CO[C:3](=[O:39])[N:4]=[C:5](SC)[C:6](=[N:19][C:20]1[CH:25]=[CH:24][C:23]([C:26]#[N:27])=[C:22]([CH2:28][NH:29][C:30]([O:32][C:33]([CH3:36])([CH3:35])[CH3:34])=[O:31])[CH:21]=1)[C:7]1[CH:8]=[C:9]([O:17][CH3:18])[C:10]2[O:15][CH2:14][O:13][CH2:12][C:11]=2[CH:16]=1.C1COCC1.[CH3:45][O:46][C:47]([C:49]1[S:50][CH:51]=[CH:52][C:53]=1[NH:54][NH2:55])=[O:48], predict the reaction product. The product is: [CH3:45][O:46][C:47]([C:49]1[S:50][CH:51]=[CH:52][C:53]=1[N:54]1[C:3](=[O:39])[NH:4][C:5]([CH:6]([NH:19][C:20]2[CH:25]=[CH:24][C:23]([C:26]#[N:27])=[C:22]([CH2:28][NH:29][C:30]([O:32][C:33]([CH3:36])([CH3:35])[CH3:34])=[O:31])[CH:21]=2)[C:7]2[CH:8]=[C:9]([O:17][CH3:18])[C:10]3[O:15][CH2:14][O:13][CH2:12][C:11]=3[CH:16]=2)=[N:55]1)=[O:48].